Task: Predict the product of the given reaction.. Dataset: Forward reaction prediction with 1.9M reactions from USPTO patents (1976-2016) (1) Given the reactants [Si]([O:8][C@H:9]([CH3:39])[C@@H:10]([NH:22][C:23]([N:25]1[CH2:34][CH2:33][C:32]2[CH:31]=[N:30][C:29]([NH:35][CH:36]([CH3:38])[CH3:37])=[N:28][C:27]=2[CH2:26]1)=[O:24])[C:11]1[CH:16]=[CH:15][CH:14]=[C:13]([C:17]([F:20])([F:19])[F:18])[C:12]=1[F:21])(C(C)(C)C)(C)C.CCCC[N+](CCCC)(CCCC)CCCC.[F-], predict the reaction product. The product is: [F:21][C:12]1[C:13]([C:17]([F:18])([F:19])[F:20])=[CH:14][CH:15]=[CH:16][C:11]=1[C@H:10]([NH:22][C:23]([N:25]1[CH2:34][CH2:33][C:32]2[CH:31]=[N:30][C:29]([NH:35][CH:36]([CH3:38])[CH3:37])=[N:28][C:27]=2[CH2:26]1)=[O:24])[C@@H:9]([OH:8])[CH3:39]. (2) Given the reactants [Cl:1][C:2]1[CH:7]=[CH:6][C:5]([NH:8][C:9]2[S:10][C:11]([C:14](O)=O)=[CH:12][N:13]=2)=[CH:4][CH:3]=1.[CH2:17]([NH:20][C:21]1[C:22]([NH2:27])=[CH:23][CH:24]=[CH:25][CH:26]=1)[CH2:18][CH3:19], predict the reaction product. The product is: [Cl:1][C:2]1[CH:7]=[CH:6][C:5]([NH:8][C:9]2[S:10][C:11]([C:14]3[N:20]([CH2:17][CH2:18][CH3:19])[C:21]4[CH:26]=[CH:25][CH:24]=[CH:23][C:22]=4[N:27]=3)=[CH:12][N:13]=2)=[CH:4][CH:3]=1.